This data is from Forward reaction prediction with 1.9M reactions from USPTO patents (1976-2016). The task is: Predict the product of the given reaction. (1) Given the reactants [CH:1]([C@@H:4]1[CH2:9][CH2:8][C@@H:7]([CH3:10])[CH2:6][C@H:5]1[OH:11])([CH3:3])[CH3:2].[NH2:12][C:13]1[C:14]([C:34]#[N:35])=[C:15]([CH:31]=[CH:32][CH:33]=1)OCC1CCN(C(OC(C)(C)C)=O)CC1, predict the reaction product. The product is: [NH2:12][C:13]1[CH:33]=[CH:32][CH:31]=[C:15]([O:11][C@@H:5]2[CH2:6][C@H:7]([CH3:10])[CH2:8][CH2:9][C@H:4]2[CH:1]([CH3:3])[CH3:2])[C:14]=1[C:34]#[N:35]. (2) Given the reactants [N+:1]([C:4]1[CH:5]=[N:6][C:7]2[C:12]([C:13]=1[NH:14][CH2:15][CH2:16][CH2:17][CH2:18][CH2:19][C:20]([O:22][CH2:23][CH3:24])=[O:21])=[CH:11][CH:10]=[CH:9][CH:8]=2)([O-])=O.[H][H], predict the reaction product. The product is: [NH2:1][C:4]1[CH:5]=[N:6][C:7]2[C:12]([C:13]=1[NH:14][CH2:15][CH2:16][CH2:17][CH2:18][CH2:19][C:20]([O:22][CH2:23][CH3:24])=[O:21])=[CH:11][CH:10]=[CH:9][CH:8]=2. (3) Given the reactants CCN(CC)CC.[Cl-].[CH2:9]([O:11][C:12](=[O:24])[CH:13]([OH:23])[CH:14]([NH3+:22])[CH2:15][C:16]1[CH:21]=[CH:20][CH:19]=[CH:18][CH:17]=1)[CH3:10].[C:25]([O:29][C:30](O[C:30]([O:29][C:25]([CH3:28])([CH3:27])[CH3:26])=[O:31])=[O:31])([CH3:28])([CH3:27])[CH3:26], predict the reaction product. The product is: [C:25]([O:29][C:30]([NH:22][CH:14]([CH2:15][C:16]1[CH:21]=[CH:20][CH:19]=[CH:18][CH:17]=1)[CH:13]([OH:23])[C:12]([O:11][CH2:9][CH3:10])=[O:24])=[O:31])([CH3:28])([CH3:27])[CH3:26]. (4) Given the reactants [CH3:1][CH2:2][O:3][C:4](/[CH:6]=[CH:7]/[CH2:8]P(OCC)(OCC)=O)=[O:5].C([Li])CCC.[CH:22](=O)[C:23]1[CH:28]=[CH:27][CH:26]=[CH:25][CH:24]=1.[Cl-].[NH4+], predict the reaction product. The product is: [C:23]1(/[CH:22]=[CH:8]/[CH:7]=[CH:6]/[C:4]([O:3][CH2:2][CH3:1])=[O:5])[CH:28]=[CH:27][CH:26]=[CH:25][CH:24]=1.